From a dataset of Catalyst prediction with 721,799 reactions and 888 catalyst types from USPTO. Predict which catalyst facilitates the given reaction. (1) Reactant: [I:1][C:2]1[CH:7]=[CH:6][C:5]([C@@H:8]2[CH2:10][C@H:9]2[NH:11][CH2:12][CH:13]2[CH2:18][CH2:17][N:16]([CH2:19][C:20]3[CH:29]=[CH:28][C:23]([C:24]([O:26]C)=[O:25])=[CH:22][CH:21]=3)[CH2:15][CH2:14]2)=[CH:4][CH:3]=1.[OH-].[Na+]. Product: [I:1][C:2]1[CH:3]=[CH:4][C:5]([C@@H:8]2[CH2:10][C@H:9]2[NH:11][CH2:12][CH:13]2[CH2:14][CH2:15][N:16]([CH2:19][C:20]3[CH:21]=[CH:22][C:23]([C:24]([OH:26])=[O:25])=[CH:28][CH:29]=3)[CH2:17][CH2:18]2)=[CH:6][CH:7]=1. The catalyst class is: 5. (2) Reactant: Cl[C:2]1[C:3]2[C:10]([C:11]3[CH:16]=[CH:15][C:14]([O:17][C:18]4[CH:23]=[CH:22][CH:21]=[CH:20][CH:19]=4)=[CH:13][CH:12]=3)=[CH:9][N:8]([CH:24]3[CH2:29][CH2:28][N:27](C(OC(C)(C)C)=O)[CH2:26][CH2:25]3)[C:4]=2[N:5]=[CH:6][N:7]=1.[NH3:37]. Product: [O:17]([C:14]1[CH:15]=[CH:16][C:11]([C:10]2[C:3]3[C:2]([NH2:37])=[N:7][CH:6]=[N:5][C:4]=3[N:8]([CH:24]3[CH2:29][CH2:28][NH:27][CH2:26][CH2:25]3)[CH:9]=2)=[CH:12][CH:13]=1)[C:18]1[CH:19]=[CH:20][CH:21]=[CH:22][CH:23]=1. The catalyst class is: 12. (3) Reactant: [NH:1]1[CH2:4][CH:3]([C:5]2[CH:6]=[CH:7][C:8]3[O:17][CH2:16][CH2:15][C:14]4[S:13][C:12]([C:18]5[N:19]([CH:23]([CH3:25])[CH3:24])[N:20]=[CH:21][N:22]=5)=[N:11][C:10]=4[C:9]=3[CH:26]=2)[CH2:2]1.Cl[CH2:28][CH2:29][S:30](Cl)(=[O:32])=[O:31].[OH-:34].[Na+]. Product: [CH:23]([N:19]1[C:18]([C:12]2[S:13][C:14]3[CH2:15][CH2:16][O:17][C:8]4[CH:7]=[CH:6][C:5]([CH:3]5[CH2:4][N:1]([S:30]([CH2:29][CH2:28][OH:34])(=[O:32])=[O:31])[CH2:2]5)=[CH:26][C:9]=4[C:10]=3[N:11]=2)=[N:22][CH:21]=[N:20]1)([CH3:24])[CH3:25]. The catalyst class is: 1.